The task is: Predict the reaction yield, written as a fraction of the theoretical maximum amount of product (1.0 means a 100% yield; for example, 0.34 means a 34% yield).. This data is from Reaction yield outcomes from USPTO patents with 853,638 reactions. The reactants are [CH3:1][N:2]1[CH2:7][CH2:6][N:5]([C:8]2[CH:9]=[CH:10][C:11]([N+:15]([O-])=O)=[C:12]([CH:14]=2)[NH2:13])[CH2:4][CH2:3]1.Cl.C(O[C:22](=N)[CH2:23][C:24]([O:26][CH2:27][CH3:28])=[O:25])C.[OH-].[Na+]. The catalyst is O. The product is [CH2:27]([O:26][C:24](=[O:25])[CH2:23][C:22]1[NH:13][C:12]2[CH:14]=[C:8]([N:5]3[CH2:6][CH2:7][N:2]([CH3:1])[CH2:3][CH2:4]3)[CH:9]=[CH:10][C:11]=2[N:15]=1)[CH3:28]. The yield is 0.901.